From a dataset of Forward reaction prediction with 1.9M reactions from USPTO patents (1976-2016). Predict the product of the given reaction. (1) Given the reactants [OH:1][B:2]1[C:6]2[CH:7]=[C:8]([O:11][C:12]3[CH:17]=[CH:16][CH:15]=[CH:14][CH:13]=3)[CH:9]=[CH:10][C:5]=2[CH:4]([CH2:18][S:19]([NH:22]C(=O)OC(C)(C)C)(=[O:21])=[O:20])[O:3]1.C(O)(C(F)(F)F)=O, predict the reaction product. The product is: [OH:1][B:2]1[C:6]2[CH:7]=[C:8]([O:11][C:12]3[CH:13]=[CH:14][CH:15]=[CH:16][CH:17]=3)[CH:9]=[CH:10][C:5]=2[CH:4]([CH2:18][S:19]([NH2:22])(=[O:20])=[O:21])[O:3]1. (2) Given the reactants [NH2:1][C:2]1[C:3]2[N:4]([C:8]([C@@H:26]3[CH2:31][CH2:30][CH2:29][NH:28][CH2:27]3)=[N:9][C:10]=2[C:11]2[CH:25]=[CH:24][C:14]([C:15]([NH:17][C:18]3[CH:23]=[CH:22][CH:21]=[CH:20][N:19]=3)=[O:16])=[CH:13][CH:12]=2)[CH:5]=[CH:6][N:7]=1.[CH2:32]([N:34]=[C:35]=[O:36])[CH3:33], predict the reaction product. The product is: [NH2:1][C:2]1[C:3]2[N:4]([C:8]([C@@H:26]3[CH2:31][CH2:30][CH2:29][N:28]([C:35]([NH:34][CH2:32][CH3:33])=[O:36])[CH2:27]3)=[N:9][C:10]=2[C:11]2[CH:25]=[CH:24][C:14]([C:15](=[O:16])[NH:17][C:18]3[CH:23]=[CH:22][CH:21]=[CH:20][N:19]=3)=[CH:13][CH:12]=2)[CH:5]=[CH:6][N:7]=1. (3) Given the reactants I[C:2]1[CH:7]=[CH:6][C:5]([CH2:8][CH2:9][C:10]([O:12][CH3:13])=[O:11])=[CH:4][CH:3]=1.[C:14]1([C:20]#[CH:21])[CH:19]=[CH:18][CH:17]=[CH:16][CH:15]=1, predict the reaction product. The product is: [C:14]1([C:20]#[C:21][C:2]2[CH:7]=[CH:6][C:5]([CH2:8][CH2:9][C:10]([O:12][CH3:13])=[O:11])=[CH:4][CH:3]=2)[CH:19]=[CH:18][CH:17]=[CH:16][CH:15]=1. (4) The product is: [Cl:16][C:11]1[CH:10]=[C:9]([CH:14]=[CH:13][C:12]=1[Cl:15])[O:8][C:5]1[N:6]=[CH:7][C:2]([C:43]([N:41]2[CH2:42][CH2:20][N:19]([CH:36]([CH3:35])[CH3:37])[CH2:18][CH2:40]2)=[O:44])=[CH:3][CH:4]=1. Given the reactants Br[C:2]1[CH:3]=[CH:4][C:5]([O:8][C:9]2[CH:14]=[CH:13][C:12]([Cl:15])=[C:11]([Cl:16])[CH:10]=2)=[N:6][CH:7]=1.Br[C:18]1C=CC(Br)=[CH:20][N:19]=1.C([O-])([O-])=O.[K+].[K+].ClC1C=C(O)[CH:35]=[CH:36][C:37]=1Cl.[CH3:40][N:41]([CH:43]=[O:44])[CH3:42], predict the reaction product. (5) Given the reactants [OH:1][C:2]1[CH:7]=[C:6]([CH2:8][NH:9][CH:10]=[C:11]2[C:20]3[C:15](=[CH:16][CH:17]=[C:18]([I:21])[CH:19]=3)[C:14](=[O:22])[NH:13][C:12]2=[O:23])[CH:5]=[CH:4][C:3]=1[C:24]1[CH:29]=[CH:28][CH:27]=CC=1.IC1C=C2C(=CC=1)C(=[O:41])NC(=O)C2=COC.NCC1C=CC(C2C=COC=2)=C(O)C=1, predict the reaction product. The product is: [O:41]1[CH:27]=[CH:28][CH:29]=[C:24]1[C:3]1[CH:4]=[CH:5][C:6]([CH2:8][NH:9][CH:10]=[C:11]2[C:20]3[C:15](=[CH:16][CH:17]=[C:18]([I:21])[CH:19]=3)[C:14](=[O:22])[NH:13][C:12]2=[O:23])=[CH:7][C:2]=1[OH:1]. (6) Given the reactants [C:1]1([S:7]([N:10]2[C:14]3[CH:15]=[N:16][C:17]([C:20]#[N:21])=[C:18]([OH:19])[C:13]=3[C:12]3[CH:22]=[C:23](Br)[CH:24]=[N:25][C:11]2=3)(=[O:9])=[O:8])[CH:6]=[CH:5][CH:4]=[CH:3][CH:2]=1.[CH3:27][N:28]1[CH:32]=[C:31](B2OC(C)(C)C(C)(C)O2)[CH:30]=[N:29]1.Cl, predict the reaction product. The product is: [C:1]1([S:7]([N:10]2[C:14]3[CH:15]=[N:16][C:17]([C:20]#[N:21])=[C:18]([OH:19])[C:13]=3[C:12]3[CH:22]=[C:23]([C:31]4[CH:30]=[N:29][N:28]([CH3:27])[CH:32]=4)[CH:24]=[N:25][C:11]2=3)(=[O:9])=[O:8])[CH:6]=[CH:5][CH:4]=[CH:3][CH:2]=1.